Dataset: Catalyst prediction with 721,799 reactions and 888 catalyst types from USPTO. Task: Predict which catalyst facilitates the given reaction. (1) Reactant: [CH3:1][O:2][C:3]1[CH:4]=[C:5]([CH:9]=[CH:10][CH:11]=1)[C:6]([OH:8])=O.CN(C(ON1N=NC2C=CC=NC1=2)=[N+](C)C)C.F[P-](F)(F)(F)(F)F.CN1CCOCC1.[CH3:43][O:44][C:45]1[C:46]2[N:59]=[C:58]([NH2:60])[S:57][C:47]=2[C:48]([N:51]2[CH2:56][CH2:55][O:54][CH2:53][CH2:52]2)=[N:49][CH:50]=1. Product: [CH3:1][O:2][C:3]1[CH:4]=[C:5]([CH:9]=[CH:10][CH:11]=1)[C:6]([NH:60][C:58]1[S:57][C:47]2[C:48]([N:51]3[CH2:56][CH2:55][O:54][CH2:53][CH2:52]3)=[N:49][CH:50]=[C:45]([O:44][CH3:43])[C:46]=2[N:59]=1)=[O:8]. The catalyst class is: 1. (2) Reactant: O.[NH2:2][CH2:3][C:4]1[CH:32]=[CH:31][C:7]2[N:8]([CH2:26][CH2:27][CH:28]([CH3:30])[CH3:29])[C:9]([CH2:11][N:12]3[C:21]4[C:16](=[CH:17][CH:18]=[CH:19][CH:20]=4)[CH2:15][N:14]([CH:22]4[CH2:24][CH2:23]4)[C:13]3=[O:25])=[N:10][C:6]=2[CH:5]=1. Product: [NH2:2][CH2:3][C:4]1[CH:32]=[CH:31][C:7]2[N:8]([CH2:26][CH2:27][CH:28]([CH3:29])[CH3:30])[C:9]([CH2:11][N:12]3[C:21]4[C:16](=[CH:17][CH:18]=[CH:19][CH:20]=4)[CH2:15][N:14]([CH:22]4[CH2:23][CH2:24]4)[C:13]3=[O:25])=[N:10][C:6]=2[CH:5]=1. The catalyst class is: 10.